The task is: Regression. Given two drug SMILES strings and cell line genomic features, predict the synergy score measuring deviation from expected non-interaction effect.. This data is from NCI-60 drug combinations with 297,098 pairs across 59 cell lines. (1) Drug 1: CC1=C(C=C(C=C1)NC2=NC=CC(=N2)N(C)C3=CC4=NN(C(=C4C=C3)C)C)S(=O)(=O)N.Cl. Drug 2: CC1=CC2C(CCC3(C2CCC3(C(=O)C)OC(=O)C)C)C4(C1=CC(=O)CC4)C. Cell line: SNB-19. Synergy scores: CSS=-3.28, Synergy_ZIP=4.91, Synergy_Bliss=10.5, Synergy_Loewe=3.04, Synergy_HSA=2.15. (2) Drug 1: C1=CC(=CC=C1CCC2=CNC3=C2C(=O)NC(=N3)N)C(=O)NC(CCC(=O)O)C(=O)O. Drug 2: CC1OCC2C(O1)C(C(C(O2)OC3C4COC(=O)C4C(C5=CC6=C(C=C35)OCO6)C7=CC(=C(C(=C7)OC)O)OC)O)O. Cell line: OVCAR-8. Synergy scores: CSS=27.0, Synergy_ZIP=-1.03, Synergy_Bliss=-2.85, Synergy_Loewe=0.723, Synergy_HSA=3.16. (3) Drug 1: CC1=C(C(=CC=C1)Cl)NC(=O)C2=CN=C(S2)NC3=CC(=NC(=N3)C)N4CCN(CC4)CCO. Drug 2: CC12CCC3C(C1CCC2O)C(CC4=C3C=CC(=C4)O)CCCCCCCCCS(=O)CCCC(C(F)(F)F)(F)F. Cell line: SF-539. Synergy scores: CSS=13.8, Synergy_ZIP=5.77, Synergy_Bliss=13.8, Synergy_Loewe=7.26, Synergy_HSA=8.51. (4) Drug 1: COC1=C(C=C2C(=C1)N=CN=C2NC3=CC(=C(C=C3)F)Cl)OCCCN4CCOCC4. Drug 2: CCN(CC)CCNC(=O)C1=C(NC(=C1C)C=C2C3=C(C=CC(=C3)F)NC2=O)C. Cell line: EKVX. Synergy scores: CSS=28.4, Synergy_ZIP=-6.80, Synergy_Bliss=-1.48, Synergy_Loewe=-2.92, Synergy_HSA=-1.32. (5) Drug 1: CCCS(=O)(=O)NC1=C(C(=C(C=C1)F)C(=O)C2=CNC3=C2C=C(C=N3)C4=CC=C(C=C4)Cl)F. Drug 2: C1=NC2=C(N1)C(=S)N=C(N2)N. Cell line: MCF7. Synergy scores: CSS=33.0, Synergy_ZIP=-0.371, Synergy_Bliss=-0.795, Synergy_Loewe=-13.8, Synergy_HSA=-1.74.